Dataset: Forward reaction prediction with 1.9M reactions from USPTO patents (1976-2016). Task: Predict the product of the given reaction. Given the reactants [F:1][C:2]1[CH:3]=[C:4]([Mg]Br)[CH:5]=[C:6]([O:9][CH:10]2[CH2:15][CH2:14][CH2:13][CH2:12][O:11]2)[C:7]=1[F:8].CC1C=CC(S([O:28][CH2:29][C:30]2([CH2:37][O:38][S:39]([C:42]3[CH:47]=[CH:46][C:45]([CH3:48])=[CH:44][CH:43]=3)(=[O:41])=[O:40])[CH2:35][CH2:34][C:33](=O)[CH2:32][CH2:31]2)(=O)=O)=CC=1.[OH-].[Na+], predict the reaction product. The product is: [CH3:48][C:45]1[CH:46]=[CH:47][C:42]([S:39]([O:38][CH2:37][C:30]23[CH2:31][CH2:32][C:33]([C:4]4[CH:5]=[C:6]([O:9][CH:10]5[CH2:15][CH2:14][CH2:13][CH2:12][O:11]5)[C:7]([F:8])=[C:2]([F:1])[CH:3]=4)([CH2:34][CH2:35]2)[O:28][CH2:29]3)(=[O:41])=[O:40])=[CH:43][CH:44]=1.